Dataset: Full USPTO retrosynthesis dataset with 1.9M reactions from patents (1976-2016). Task: Predict the reactants needed to synthesize the given product. (1) Given the product [CH3:1][C:2]1[N:3]([CH:7]([CH3:10])[CH2:8][O:9][S:19]([CH3:18])(=[O:21])=[O:20])[CH:4]=[CH:5][N:6]=1, predict the reactants needed to synthesize it. The reactants are: [CH3:1][C:2]1[N:3]([CH:7]([CH3:10])[CH2:8][OH:9])[CH:4]=[CH:5][N:6]=1.C(N(CC)CC)C.[CH3:18][S:19](Cl)(=[O:21])=[O:20]. (2) Given the product [NH2:1][C:4]1[CH:5]=[CH:6][C:7]([O:8][C:9]2[C:18]3[C:13](=[CH:14][C:15]([O:19][CH2:20][CH2:21][OH:22])=[CH:16][CH:17]=3)[N:12]=[CH:11][CH:10]=2)=[CH:23][CH:24]=1, predict the reactants needed to synthesize it. The reactants are: [N+:1]([C:4]1[CH:24]=[CH:23][C:7]([O:8][C:9]2[C:18]3[C:13](=[CH:14][C:15]([O:19][CH2:20][CH2:21][OH:22])=[CH:16][CH:17]=3)[N:12]=[CH:11][CH:10]=2)=[CH:6][CH:5]=1)([O-])=O.C(O[K])=O. (3) Given the product [F:1][C:2]1[CH:3]=[CH:4][CH:5]=[C:6]2[C:10]=1[NH:9][C:8]([C:11]1[C:16]3[N:17]=[C:18]([NH:21][C@H:22]4[CH2:27][CH2:26][CH2:25][CH2:24][C@H:23]4[NH2:28])[N:19]=[CH:20][C:15]=3[CH:14]=[N:13][CH:12]=1)=[CH:7]2, predict the reactants needed to synthesize it. The reactants are: [F:1][C:2]1[CH:3]=[CH:4][CH:5]=[C:6]2[C:10]=1[NH:9][C:8]([C:11]1[C:16]3[N:17]=[C:18]([NH:21][C@@H:22]4[CH2:27][CH2:26][CH2:25][CH2:24][C@@H:23]4[NH:28]C(=O)OC(C)(C)C)[N:19]=[CH:20][C:15]=3[CH:14]=[N:13][CH:12]=1)=[CH:7]2.C(OC(=O)C)C.Cl. (4) Given the product [NH2:1][C:2]1[N:6]([C:7]2[CH:8]=[CH:9][C:10]([Br:13])=[CH:11][CH:12]=2)[N:5]=[CH:4][C:3]=1[C:14]([NH2:15])=[O:17], predict the reactants needed to synthesize it. The reactants are: [NH2:1][C:2]1[N:6]([C:7]2[CH:12]=[CH:11][C:10]([Br:13])=[CH:9][CH:8]=2)[N:5]=[CH:4][C:3]=1[C:14]#[N:15].S(=O)(=O)(O)[OH:17]. (5) Given the product [NH2:44][C:43]1[CH:45]=[C:46]([C:2]2[C:10]3[C:9]([NH:11][C@H:12]([C:14]4[N:19]([C:20]5[CH:25]=[CH:24][CH:23]=[CH:22][CH:21]=5)[C:18](=[O:26])[C:17]5=[C:27]([CH3:30])[CH:28]=[CH:29][N:16]5[N:15]=4)[CH3:13])=[N:8][CH:7]=[N:6][C:5]=3[N:4]([CH2:31][O:32][CH2:33][CH2:34][Si:35]([CH3:38])([CH3:37])[CH3:36])[CH:3]=2)[CH:47]=[C:41]([O:40][CH3:39])[CH:42]=1, predict the reactants needed to synthesize it. The reactants are: Br[C:2]1[C:10]2[C:9]([NH:11][C@H:12]([C:14]3[N:19]([C:20]4[CH:25]=[CH:24][CH:23]=[CH:22][CH:21]=4)[C:18](=[O:26])[C:17]4=[C:27]([CH3:30])[CH:28]=[CH:29][N:16]4[N:15]=3)[CH3:13])=[N:8][CH:7]=[N:6][C:5]=2[N:4]([CH2:31][O:32][CH2:33][CH2:34][Si:35]([CH3:38])([CH3:37])[CH3:36])[CH:3]=1.[CH3:39][O:40][C:41]1[CH:42]=[C:43]([CH:45]=[C:46](B2OC(C)(C)C(C)(C)O2)[CH:47]=1)[NH2:44].C(=O)([O-])[O-].[Na+].[Na+]. (6) Given the product [C:1]([C:5]1[C:6]([O:13][CH2:20][C:19]2[CH:22]=[CH:23][C:16]([O:15][CH3:14])=[CH:17][CH:18]=2)=[C:7]([CH:10]=[CH:11][CH:12]=1)[CH:8]=[O:9])([CH3:4])([CH3:2])[CH3:3], predict the reactants needed to synthesize it. The reactants are: [C:1]([C:5]1[C:6]([OH:13])=[C:7]([CH:10]=[CH:11][CH:12]=1)[CH:8]=[O:9])([CH3:4])([CH3:3])[CH3:2].[CH3:14][O:15][C:16]1[CH:23]=[CH:22][C:19]([CH2:20]Cl)=[CH:18][CH:17]=1.C([O-])([O-])=O.[K+].[K+].CC#N. (7) Given the product [CH3:1][C:2]1[C:10]2[N:9]=[CH:8][N:7]([CH:11]3[CH2:16][CH2:15][CH2:14][CH2:13][O:12]3)[C:6]=2[CH:5]=[CH:4][C:3]=1[CH2:17][NH2:18], predict the reactants needed to synthesize it. The reactants are: [CH3:1][C:2]1[C:10]2[N:9]=[CH:8][N:7]([CH:11]3[CH2:16][CH2:15][CH2:14][CH2:13][O:12]3)[C:6]=2[CH:5]=[CH:4][C:3]=1[C:17]#[N:18]. (8) Given the product [Br:1][C:2]1[CH:7]=[CH:6][C:5]([CH3:8])=[CH:4][C:3]=1[NH:9][C:20]([CH:17]1[CH2:19][CH2:18]1)=[O:21], predict the reactants needed to synthesize it. The reactants are: [Br:1][C:2]1[CH:7]=[CH:6][C:5]([CH3:8])=[CH:4][C:3]=1[NH2:9].C(N(CC)CC)C.[CH:17]1([C:20](Cl)=[O:21])[CH2:19][CH2:18]1.